Dataset: Full USPTO retrosynthesis dataset with 1.9M reactions from patents (1976-2016). Task: Predict the reactants needed to synthesize the given product. Given the product [CH3:1][O:2][C:3]1[CH:4]=[C:5]2[C:10](=[CH:11][C:12]=1[CH2:13][CH2:14][C:15]([O:17][CH2:18][CH3:19])=[O:16])[N:9]=[CH:8][CH:7]=[CH:6]2, predict the reactants needed to synthesize it. The reactants are: [CH3:1][O:2][C:3]1[CH:4]=[C:5]2[C:10](=[CH:11][C:12]=1[CH2:13][CH2:14][C:15]([O:17][CH2:18][CH3:19])=[O:16])[N:9](S(C)(=O)=O)[CH2:8][CH:7]=[CH:6]2.[OH-].[K+].Cl.